From a dataset of NCI-60 drug combinations with 297,098 pairs across 59 cell lines. Regression. Given two drug SMILES strings and cell line genomic features, predict the synergy score measuring deviation from expected non-interaction effect. (1) Drug 1: C1CC(=O)NC(=O)C1N2CC3=C(C2=O)C=CC=C3N. Drug 2: CC1=CC2C(CCC3(C2CCC3(C(=O)C)OC(=O)C)C)C4(C1=CC(=O)CC4)C. Cell line: HCT116. Synergy scores: CSS=0.162, Synergy_ZIP=-2.84, Synergy_Bliss=-4.64, Synergy_Loewe=-3.07, Synergy_HSA=-2.56. (2) Drug 1: CC1C(C(=O)NC(C(=O)N2CCCC2C(=O)N(CC(=O)N(C(C(=O)O1)C(C)C)C)C)C(C)C)NC(=O)C3=C4C(=C(C=C3)C)OC5=C(C(=O)C(=C(C5=N4)C(=O)NC6C(OC(=O)C(N(C(=O)CN(C(=O)C7CCCN7C(=O)C(NC6=O)C(C)C)C)C)C(C)C)C)N)C. Drug 2: CC12CCC3C(C1CCC2O)C(CC4=C3C=CC(=C4)O)CCCCCCCCCS(=O)CCCC(C(F)(F)F)(F)F. Cell line: SW-620. Synergy scores: CSS=44.7, Synergy_ZIP=18.2, Synergy_Bliss=18.1, Synergy_Loewe=-0.555, Synergy_HSA=18.0.